From a dataset of Full USPTO retrosynthesis dataset with 1.9M reactions from patents (1976-2016). Predict the reactants needed to synthesize the given product. (1) Given the product [Cl:27][C:24]1[CH:23]=[CH:22][C:21]([C:19]2[C:18](=[O:28])[N:17]([CH3:29])[C:11]3[N:12]([CH3:16])[C:13]4[C:9]([C:10]=3[CH:20]=2)=[CH:8][C:7]([C:5]2[NH:33][N:2]=[CH:3][C:4]=2[CH3:30])=[CH:15][CH:14]=4)=[CH:26][CH:25]=1, predict the reactants needed to synthesize it. The reactants are: C[N:2](C)[CH:3]=[C:4]([CH3:30])[C:5]([C:7]1[CH:8]=[C:9]2[C:13](=[CH:14][CH:15]=1)[N:12]([CH3:16])[C:11]1[N:17]([CH3:29])[C:18](=[O:28])[C:19]([C:21]3[CH:26]=[CH:25][C:24]([Cl:27])=[CH:23][CH:22]=3)=[CH:20][C:10]2=1)=O.O.[NH2:33]N. (2) Given the product [CH3:10][N:6]1[C:7]([O:8][CH3:9])=[C:3]([CH3:1])[C:4]([C:11]2[CH:16]=[CH:15][C:14]([O:17][CH:18]([CH3:19])[CH3:20])=[C:13]([CH3:21])[CH:12]=2)=[N:5]1, predict the reactants needed to synthesize it. The reactants are: [CH:1]([C:3]1[C:4]([C:11]2[CH:16]=[CH:15][C:14]([O:17][CH:18]([CH3:20])[CH3:19])=[C:13]([CH3:21])[CH:12]=2)=[N:5][N:6]([CH3:10])[C:7]=1[O:8][CH3:9])=O.C([SiH](CC)CC)C. (3) Given the product [NH:69]1[C:77]2[C:72](=[CH:73][C:74]([C:78]3[N:79]=[N:80][N:81]([CH2:83][CH2:84][C@@H:85]([NH2:97])[CH2:86][C:87]4[CH:88]=[CH:89][CH:90]=[CH:91][CH:92]=4)[CH:82]=3)=[CH:75][CH:76]=2)[CH:71]=[N:70]1, predict the reactants needed to synthesize it. The reactants are: C(OC([C@@H](CC1C=CC=CC=1)CC(O)=O)=O)(C)(C)C.Cl.N[C@@H](CC1C=CC(C(F)(F)F)=CC=1)CC(O)=O.BrC1C=C2C(=CC=1)NN=C2.N(CC[C@@H](NC(=O)OC(C)(C)C)CC1C=CC=CC=1)=[N+]=[N-].[NH:69]1[C:77]2[C:72](=[CH:73][C:74]([C:78]3[N:79]=[N:80][N:81]([CH2:83][CH2:84][C@@H:85]([NH2:97])[CH2:86][C:87]4[CH:92]=[CH:91][C:90](C(F)(F)F)=[CH:89][CH:88]=4)[CH:82]=3)=[CH:75][CH:76]=2)[CH:71]=[N:70]1. (4) Given the product [NH:1]1[CH2:6][CH2:5][CH2:4][CH:3]2[CH2:7][N:8]([C:10]([O:12][C:13]([CH3:16])([CH3:15])[CH3:14])=[O:11])[CH2:9][CH:2]12, predict the reactants needed to synthesize it. The reactants are: [N:1]1[CH:6]=[CH:5][CH:4]=[C:3]2[CH2:7][N:8]([C:10]([O:12][C:13]([CH3:16])([CH3:15])[CH3:14])=[O:11])[CH2:9][C:2]=12.O. (5) Given the product [CH2:1]([C:5]1[N:6]=[C:7]2[CH:23]=[CH:22][CH:21]=[CH:20][N:8]2[C:9](=[O:19])[C:10]=1[C:11]1[CH:16]=[CH:15][C:14]([NH:46][C@@H:47]2[CH2:51][CH2:50][N:49]([C:52]([O:54][C:55]([CH3:58])([CH3:57])[CH3:56])=[O:53])[CH2:48]2)=[CH:13][C:12]=1[CH3:18])[CH2:2][CH2:3][CH3:4], predict the reactants needed to synthesize it. The reactants are: [CH2:1]([C:5]1[N:6]=[C:7]2[CH:23]=[CH:22][CH:21]=[CH:20][N:8]2[C:9](=[O:19])[C:10]=1[C:11]1[CH:16]=[CH:15][C:14](Cl)=[CH:13][C:12]=1[CH3:18])[CH2:2][CH2:3][CH3:4].C(C1N=C2C=CC=CN2C(=O)C=1C1C=CC(Cl)=CC=1)CCC.[NH2:46][C@@H:47]1[CH2:51][CH2:50][N:49]([C:52]([O:54][C:55]([CH3:58])([CH3:57])[CH3:56])=[O:53])[CH2:48]1.NC1CCCN(C(OC(C)(C)C)=O)C1.